Task: Predict the reactants needed to synthesize the given product.. Dataset: Full USPTO retrosynthesis dataset with 1.9M reactions from patents (1976-2016) Given the product [F:27][C@@:5]([CH3:26])([C:6]([NH:8][C@@H:9]1[C:15](=[O:16])[N:14]([CH3:17])[C:13]2[CH:18]=[CH:19][CH:20]=[CH:21][C:12]=2[C:11]2[CH:22]=[CH:23][CH:24]=[CH:25][C:10]1=2)=[O:7])[C:4]([OH:28])=[O:3], predict the reactants needed to synthesize it. The reactants are: C([O:3][C:4](=[O:28])[C@:5]([F:27])([CH3:26])[C:6]([NH:8][C@@H:9]1[C:15](=[O:16])[N:14]([CH3:17])[C:13]2[CH:18]=[CH:19][CH:20]=[CH:21][C:12]=2[C:11]2[CH:22]=[CH:23][CH:24]=[CH:25][C:10]1=2)=[O:7])C.O.[OH-].[Li+].